This data is from Reaction yield outcomes from USPTO patents with 853,638 reactions. The task is: Predict the reaction yield, written as a fraction of the theoretical maximum amount of product (1.0 means a 100% yield; for example, 0.34 means a 34% yield). (1) The reactants are [F:1][C:2]1[CH:7]=[CH:6][CH:5]=[C:4]([F:8])[C:3]=1[N:9]1[C:14]2[N:15]=[C:16](S(C)=O)[N:17]=[C:18]([C:19]3[CH:20]=[C:21]([CH:28]=[CH:29][C:30]=3[CH3:31])[C:22]([NH:24][CH:25]([CH3:27])[CH3:26])=[O:23])[C:13]=2[CH2:12][NH:11][C:10]1=[O:35].C(Cl)(Cl)Cl.[CH3:40][N:41]([CH3:47])[CH:42]1[CH2:46][CH2:45][NH:44][CH2:43]1.C(N(CC)C(C)C)(C)C. The catalyst is C1COCC1. The product is [F:1][C:2]1[CH:7]=[CH:6][CH:5]=[C:4]([F:8])[C:3]=1[N:9]1[C:14]2[N:15]=[C:16]([N:44]3[CH2:45][CH2:46][CH:42]([N:41]([CH3:47])[CH3:40])[CH2:43]3)[N:17]=[C:18]([C:19]3[CH:20]=[C:21]([CH:28]=[CH:29][C:30]=3[CH3:31])[C:22]([NH:24][CH:25]([CH3:27])[CH3:26])=[O:23])[C:13]=2[CH2:12][NH:11][C:10]1=[O:35]. The yield is 0.760. (2) The reactants are [NH2:1][C:2]1[N:6]([CH2:7][C:8]2[CH:13]=[CH:12][C:11]([O:14][C:15]3[CH:20]=[CH:19][CH:18]=[CH:17][CH:16]=3)=[CH:10][CH:9]=2)[N:5]=[C:4]([CH3:21])[C:3]=1[C:22](O)([CH2:28][C:29]([O:31]CC)=O)[C:23]([O:25][CH2:26][CH3:27])=[O:24]. The catalyst is CC(O)=O. The product is [OH:31][C:29]1[CH:28]=[C:22]([C:23]([O:25][CH2:26][CH3:27])=[O:24])[C:3]2[C:4]([CH3:21])=[N:5][N:6]([CH2:7][C:8]3[CH:9]=[CH:10][C:11]([O:14][C:15]4[CH:20]=[CH:19][CH:18]=[CH:17][CH:16]=4)=[CH:12][CH:13]=3)[C:2]=2[N:1]=1. The yield is 0.670. (3) The reactants are [CH3:1][C:2]1[CH:31]=[CH:30][C:5]2[C:6](=[O:29])[N:7]=[C:8]([C:10]3[N:15]=[C:14]([CH2:16][CH2:17][C:18]([O:20]C(C)(C)C)=[O:19])[CH:13]=[C:12]([S:25]([CH3:28])(=[O:27])=[O:26])[CH:11]=3)[S:9][C:4]=2[CH:3]=1. The catalyst is FC(F)(F)C(O)=O. The product is [CH3:1][C:2]1[CH:31]=[CH:30][C:5]2[C:6](=[O:29])[N:7]=[C:8]([C:10]3[N:15]=[C:14]([CH2:16][CH2:17][C:18]([OH:20])=[O:19])[CH:13]=[C:12]([S:25]([CH3:28])(=[O:27])=[O:26])[CH:11]=3)[S:9][C:4]=2[CH:3]=1. The yield is 0.930. (4) The product is [CH2:1]([O:3][C:4](=[O:17])[C:5]([CH3:6])([O:8][C:9]1[CH:14]=[CH:13][C:12]([O:15][CH2:31][CH2:30][C:20]2[N:21]=[C:22]([C:24]3[CH:29]=[CH:28][CH:27]=[CH:26][CH:25]=3)[O:23][C:19]=2[CH3:18])=[CH:11][C:10]=1[CH3:16])[CH3:7])[CH3:2]. The yield is 0.730. The reactants are [CH2:1]([O:3][C:4](=[O:17])[C:5]([O:8][C:9]1[CH:14]=[CH:13][C:12]([OH:15])=[CH:11][C:10]=1[CH3:16])([CH3:7])[CH3:6])[CH3:2].[CH3:18][C:19]1[O:23][C:22]([C:24]2[CH:29]=[CH:28][CH:27]=[CH:26][CH:25]=2)=[N:21][C:20]=1[CH2:30][CH2:31]OS(C1C=CC(C)=CC=1)(=O)=O.C([O-])([O-])=O.[Cs+].[Cs+]. The catalyst is CN(C=O)C. (5) The reactants are [C:1](OC(=O)C)(=[O:3])[CH3:2].[OH:8][C:9]1[CH:17]=[CH:16][C:12]([C:13]([OH:15])=[O:14])=[CH:11][C:10]=1[CH2:18][CH:19]=[C:20]([CH3:22])[CH3:21].O.Cl. The catalyst is N1C=CC=CC=1. The product is [C:1]([O:8][C:9]1[CH:17]=[CH:16][C:12]([C:13]([OH:15])=[O:14])=[CH:11][C:10]=1[CH2:18][CH:19]=[C:20]([CH3:22])[CH3:21])(=[O:3])[CH3:2]. The yield is 0.510.